This data is from Catalyst prediction with 721,799 reactions and 888 catalyst types from USPTO. The task is: Predict which catalyst facilitates the given reaction. (1) Reactant: [Br:1][C:2]1[C:3]([CH3:24])=[C:4]([C:8]2[N:12]3[N:13]=[C:14]([CH3:22])[CH:15]=[C:16]([CH:17]([CH2:20][CH3:21])[CH2:18][CH3:19])[C:11]3=[N:10][C:9]=2[CH3:23])[S:5][C:6]=1Br.[Li]CCCC. Product: [Br:1][C:2]1[C:3]([CH3:24])=[C:4]([C:8]2[N:12]3[N:13]=[C:14]([CH3:22])[CH:15]=[C:16]([CH:17]([CH2:20][CH3:21])[CH2:18][CH3:19])[C:11]3=[N:10][C:9]=2[CH3:23])[S:5][CH:6]=1. The catalyst class is: 1. (2) Reactant: [F:1][C:2]1[CH:7]=[CH:6][C:5]([C:8]2[CH:13]=[CH:12][N:11]=[CH:10][C:9]=2[N:14]([CH3:28])[C:15](=[O:27])[C:16]2[CH:21]=[C:20]([C:22]([F:25])([F:24])[F:23])[CH:19]=[C:18]([SH:26])[CH:17]=2)=[C:4]([O:29][CH3:30])[CH:3]=1.Br[CH2:32][CH2:33][NH:34][C:35](=[O:41])[O:36][C:37]([CH3:40])([CH3:39])[CH3:38].CCN(C(C)C)C(C)C.[NH4+].[Cl-]. Product: [F:1][C:2]1[CH:7]=[CH:6][C:5]([C:8]2[CH:13]=[CH:12][N:11]=[CH:10][C:9]=2[N:14]([CH3:28])[C:15]([C:16]2[CH:17]=[C:18]([S:26][CH2:32][CH2:33][NH:34][C:35](=[O:41])[O:36][C:37]([CH3:40])([CH3:39])[CH3:38])[CH:19]=[C:20]([C:22]([F:25])([F:24])[F:23])[CH:21]=2)=[O:27])=[C:4]([O:29][CH3:30])[CH:3]=1. The catalyst class is: 290. (3) Reactant: Br[C:2]1[C:3]([CH:23]([CH3:25])[CH3:24])=[N:4][C:5]([N:10]2[CH2:15][CH2:14][N:13]([C:16](=[O:21])[CH2:17][CH2:18][O:19][CH3:20])[C@H:12]([CH3:22])[CH2:11]2)=[C:6]([CH:9]=1)[C:7]#[N:8].[F:26][C:27]([F:38])([F:37])[C:28]1[CH:33]=[CH:32][C:31](B(O)O)=[CH:30][CH:29]=1.C([O-])([O-])=O.[K+].[K+]. Product: [CH:23]([C:3]1[C:2]([C:31]2[CH:32]=[CH:33][C:28]([C:27]([F:38])([F:37])[F:26])=[CH:29][CH:30]=2)=[CH:9][C:6]([C:7]#[N:8])=[C:5]([N:10]2[CH2:15][CH2:14][N:13]([C:16](=[O:21])[CH2:17][CH2:18][O:19][CH3:20])[C@H:12]([CH3:22])[CH2:11]2)[N:4]=1)([CH3:25])[CH3:24]. The catalyst class is: 128. (4) Reactant: [C:1]([O:5][C:6](=[O:27])[NH:7][C@@H:8]([C:12]1[CH:17]=[C:16]([C:18]2[N:22]([CH:23]([F:25])[F:24])[N:21]=[CH:20][C:19]=2[NH2:26])[CH:15]=[CH:14][N:13]=1)[CH2:9][CH:10]=[CH2:11])([CH3:4])([CH3:3])[CH3:2].[CH3:28][CH:29]([CH:33]=[CH2:34])[C:30](O)=[O:31].N1C=CC=CC=1.C(P1(=O)OP(=O)(CCC)OP(=O)(CCC)O1)CC. Product: [C:1]([O:5][C:6](=[O:27])[NH:7][C@@H:8]([C:12]1[CH:17]=[C:16]([C:18]2[N:22]([CH:23]([F:25])[F:24])[N:21]=[CH:20][C:19]=2[NH:26][C:30](=[O:31])[CH:29]([CH3:28])[CH:33]=[CH2:34])[CH:15]=[CH:14][N:13]=1)[CH2:9][CH:10]=[CH2:11])([CH3:2])([CH3:3])[CH3:4]. The catalyst class is: 25. (5) Reactant: [F:1][C:2]1[CH:3]=[CH:4][C:5]([C:8](=[O:10])[CH3:9])=[N:6][CH:7]=1.[Na].O. Product: [F:1][C:2]1[CH:3]=[CH:4][C:5]([CH:8]([OH:10])[CH3:9])=[N:6][CH:7]=1. The catalyst class is: 5.